From a dataset of Reaction yield outcomes from USPTO patents with 853,638 reactions. Predict the reaction yield, written as a fraction of the theoretical maximum amount of product (1.0 means a 100% yield; for example, 0.34 means a 34% yield). (1) The reactants are F[C:2]1[N:9]=[CH:8][CH:7]=[CH:6][C:3]=1[C:4]#[N:5].Cl.[F:11][C:12]1([F:16])[CH2:15][NH:14][CH2:13]1. No catalyst specified. The product is [F:11][C:12]1([F:16])[CH2:15][N:14]([C:2]2[N:9]=[CH:8][CH:7]=[CH:6][C:3]=2[C:4]#[N:5])[CH2:13]1. The yield is 0.840. (2) The reactants are C(N1C=CN=C1)(N1C=CN=C1)=O.[N+:13]([C:16]1[CH:17]=[C:18]([CH:24]=[CH:25][CH:26]=1)[CH:19]=[CH:20][C:21]([OH:23])=O)([O-:15])=[O:14].[Cl-].[Mg+2].[Cl-].[K].[CH2:31]([O:33][C:34](=[O:39])[CH2:35]C(O)=O)[CH3:32]. The catalyst is O1CCCC1.C(OCC)(=O)C. The product is [N+:13]([C:16]1[CH:17]=[C:18]([CH:19]=[CH:20][C:21](=[O:23])[CH2:35][C:34]([O:33][CH2:31][CH3:32])=[O:39])[CH:24]=[CH:25][CH:26]=1)([O-:15])=[O:14]. The yield is 0.630. (3) The catalyst is O1CCCC1. The yield is 0.860. The reactants are C[O:2][C:3]([C:5]1[CH:10]=[CH:9][C:8]([C:11]2[CH:16]=[CH:15][CH:14]=[CH:13][C:12]=2[CH3:17])=[C:7]([O:18][CH3:19])[CH:6]=1)=[O:4].CO.[OH-].[Na+]. The product is [CH3:19][O:18][C:7]1[CH:6]=[C:5]([C:3]([OH:4])=[O:2])[CH:10]=[CH:9][C:8]=1[C:11]1[CH:16]=[CH:15][CH:14]=[CH:13][C:12]=1[CH3:17]. (4) The reactants are [N:1]([C:3]1[C:4]([O:11][CH2:12][CH3:13])=[N:5][C:6]([NH2:10])=[N:7][C:8]=1[NH2:9])=O.S(S([O-])=O)([O-])=O.[Na+].[Na+]. The catalyst is O. The product is [NH2:10][C:6]1[N:5]=[C:4]([O:11][CH2:12][CH3:13])[C:3]([NH2:1])=[C:8]([NH2:9])[N:7]=1. The yield is 0.610. (5) The reactants are C=C[C@@H]1[C@@H]2C[C@H]([C@@H:11]([OH:22])[C:12]3C=CN=C4C=CC=CC=34)N(CC2)C1.N1C=CC=CC=1.[CH3:29][NH:30][C:31]([C:33]1[CH:42]=[CH:41][C:40]2[C:35](=[CH:36][CH:37]=[C:38]([C:43]([C:45]3[N:46]=[CH:47][N:48]([S:50]([C:53]4[CH:59]=[CH:58][C:56]([CH3:57])=[CH:55][CH:54]=4)(=[O:52])=[O:51])[CH:49]=3)=[O:44])[CH:39]=2)[CH:34]=1)=[O:32].C(O)(=O)[CH2:61][C:62](CC(O)=O)(C(O)=O)[OH:63]. The catalyst is C(OCC)(=O)C. The product is [OH:44][C@@:43]([C:38]1[CH:37]=[CH:36][C:35]2[C:40](=[CH:41][CH:42]=[C:33]([C:31]([NH:30][CH3:29])=[O:32])[CH:34]=2)[CH:39]=1)([C:45]1[N:46]=[CH:47][N:48]([S:50]([C:53]2[CH:54]=[CH:55][C:56]([CH3:57])=[CH:58][CH:59]=2)(=[O:51])=[O:52])[CH:49]=1)[CH2:61][C:62]([O:22][CH2:11][CH3:12])=[O:63]. The yield is 0.970. (6) The reactants are C([O:8][C:9]1[CH:10]=[C:11]([C:23]2([C:26]#[N:27])[CH2:25][CH2:24]2)[CH:12]=[CH:13][C:14]=1[O:15]CC1C=CC=CC=1)C1C=CC=CC=1. The catalyst is CO.[Pd]. The product is [OH:8][C:9]1[CH:10]=[C:11]([C:23]2([C:26]#[N:27])[CH2:24][CH2:25]2)[CH:12]=[CH:13][C:14]=1[OH:15]. The yield is 0.920. (7) The reactants are [CH:1]([C:4]1[CH:5]=[CH:6][C:7]([NH2:10])=[N:8][CH:9]=1)([CH3:3])[CH3:2].N#N.[Li][CH2:14]CCC.IC. The catalyst is C1COCC1.O. The product is [CH:1]([C:4]1[CH:5]=[CH:6][C:7]([NH:10][CH3:14])=[N:8][CH:9]=1)([CH3:3])[CH3:2]. The yield is 0.360. (8) The reactants are [Si]([O:8][N:9]=[C:10]1[C:18]2[C:13](=[CH:14][C:15]([NH:19][C:20]3[C:24]4[CH:25]=[N:26][CH:27]=[CH:28][C:23]=4[S:22][C:21]=3[C:29]([O:31][CH2:32][CH3:33])=[O:30])=[CH:16][CH:17]=2)[CH2:12][CH2:11]1)(C(C)(C)C)(C)C.CCCC[N+](CCCC)(CCCC)CCCC.[F-]. The catalyst is C1COCC1. The product is [OH:8][N:9]=[C:10]1[C:18]2[C:13](=[CH:14][C:15]([NH:19][C:20]3[C:24]4[CH:25]=[N:26][CH:27]=[CH:28][C:23]=4[S:22][C:21]=3[C:29]([O:31][CH2:32][CH3:33])=[O:30])=[CH:16][CH:17]=2)[CH2:12][CH2:11]1. The yield is 0.760.